Predict the reactants needed to synthesize the given product. From a dataset of Full USPTO retrosynthesis dataset with 1.9M reactions from patents (1976-2016). (1) The reactants are: [C:1]([O:5][C:6]([N:8]1[CH2:13][CH2:12][CH:11]([O:14][CH2:15][C:16](=O)[NH2:17])[CH2:10][CH2:9]1)=[O:7])([CH3:4])([CH3:3])[CH3:2].CCN(CC)CC.ClC(Cl)(Cl)C(Cl)=O. Given the product [C:1]([O:5][C:6]([N:8]1[CH2:9][CH2:10][CH:11]([O:14][CH2:15][C:16]#[N:17])[CH2:12][CH2:13]1)=[O:7])([CH3:4])([CH3:3])[CH3:2], predict the reactants needed to synthesize it. (2) Given the product [NH2:83][C:81](=[O:82])[CH2:80][CH2:79][C@@H:78]([C:76](=[O:75])[NH:1][CH2:2][CH2:3][O:4][CH2:5][CH2:6][O:7][CH2:8][CH2:9][O:10][CH2:11][CH2:12][O:13][CH2:14][CH2:15][O:16][CH2:17][CH2:18][O:19][CH2:20][CH2:21][O:22][CH2:23][CH2:24][O:25][CH2:26][CH2:27][O:28][CH2:29][CH2:30][O:31][CH2:32][CH2:33][O:34][CH2:35][CH2:36][NH:37][C:38]([C:40]([CH2:57][CH2:58][CH2:59][CH2:60][CH2:61][CH2:62][CH2:63][CH2:64][CH2:65][CH2:66][CH3:67])([CH2:44][CH2:45][CH2:46][CH2:47][CH2:48][CH2:49][CH2:50][CH2:51][CH2:52][CH2:53][C:54]([OH:56])=[O:55])[C:41]([OH:43])=[O:42])=[O:39])[NH:84][C:85](=[O:86])[O:87][CH2:88][C:89]1[CH:94]=[CH:93][CH:92]=[CH:91][CH:90]=1, predict the reactants needed to synthesize it. The reactants are: [NH2:1][CH2:2][CH2:3][O:4][CH2:5][CH2:6][O:7][CH2:8][CH2:9][O:10][CH2:11][CH2:12][O:13][CH2:14][CH2:15][O:16][CH2:17][CH2:18][O:19][CH2:20][CH2:21][O:22][CH2:23][CH2:24][O:25][CH2:26][CH2:27][O:28][CH2:29][CH2:30][O:31][CH2:32][CH2:33][O:34][CH2:35][CH2:36][NH:37][C:38]([C:40]([CH2:57][CH2:58][CH2:59][CH2:60][CH2:61][CH2:62][CH2:63][CH2:64][CH2:65][CH2:66][CH3:67])([CH2:44][CH2:45][CH2:46][CH2:47][CH2:48][CH2:49][CH2:50][CH2:51][CH2:52][CH2:53][C:54]([OH:56])=[O:55])[C:41]([OH:43])=[O:42])=[O:39].C1C(=O)N([O:75][C:76]([C@@H:78]([NH:84][C:85]([O:87][CH2:88][C:89]2[CH:94]=[CH:93][CH:92]=[CH:91][CH:90]=2)=[O:86])[CH2:79][CH2:80][C:81]([NH2:83])=[O:82])=O)C(=O)C1.CCN(C(C)C)C(C)C.O. (3) The reactants are: CC1(C)[O:7][C:6](=[O:8])[C:5]([CH2:19][C:20]2[CH:25]=[CH:24][C:23]([N+:26]([O-:28])=[O:27])=[CH:22][CH:21]=2)([CH2:9][C:10]2[CH:15]=[CH:14][C:13]([N+:16]([O-:18])=[O:17])=[CH:12][CH:11]=2)[C:4](=[O:29])[O:3]1.C1COCC1.[Li+].[OH-]. Given the product [N+:16]([C:13]1[CH:12]=[CH:11][C:10]([CH2:9][C:5]([CH2:19][C:20]2[CH:25]=[CH:24][C:23]([N+:26]([O-:28])=[O:27])=[CH:22][CH:21]=2)([C:4]([OH:29])=[O:3])[C:6]([OH:8])=[O:7])=[CH:15][CH:14]=1)([O-:18])=[O:17], predict the reactants needed to synthesize it. (4) Given the product [CH3:41][C:38]1[N:37]=[C:36]([C:11]2[C:10]3[C:14](=[CH:15][CH:16]=[C:8]([C:6]([OH:7])=[O:5])[CH:9]=3)[N:13]([CH2:17][C:18](=[O:35])[CH2:19][O:20][C:21]3[CH:22]=[CH:23][C:24]([CH2:27][CH2:28][CH2:29][CH2:30][CH2:31][CH2:32][CH2:33][CH3:34])=[CH:25][CH:26]=3)[CH:12]=2)[O:40][N:39]=1, predict the reactants needed to synthesize it. The reactants are: C([O:5][C:6]([C:8]1[CH:9]=[C:10]2[C:14](=[CH:15][CH:16]=1)[N:13]([CH2:17][C:18](=[O:35])[CH2:19][O:20][C:21]1[CH:26]=[CH:25][C:24]([CH2:27][CH2:28][CH2:29][CH2:30][CH2:31][CH2:32][CH2:33][CH3:34])=[CH:23][CH:22]=1)[CH:12]=[C:11]2[C:36]1[O:40][N:39]=[C:38]([CH3:41])[N:37]=1)=[O:7])(C)(C)C.FC(F)(F)C(O)=O.